From a dataset of Full USPTO retrosynthesis dataset with 1.9M reactions from patents (1976-2016). Predict the reactants needed to synthesize the given product. (1) Given the product [CH:15]1([C:18]([N:20]2[CH2:25][CH2:24][CH:23]([N:11]3[CH2:12][CH2:13][NH:8][CH2:9][C@@H:10]3[CH3:14])[CH2:22][CH2:21]2)=[O:19])[CH2:16][CH2:17]1, predict the reactants needed to synthesize it. The reactants are: C(OC([N:8]1[CH2:13][CH2:12][NH:11][C@@H:10]([CH3:14])[CH2:9]1)=O)(C)(C)C.[CH:15]1([C:18]([N:20]2[CH2:25][CH2:24][C:23](=O)[CH2:22][CH2:21]2)=[O:19])[CH2:17][CH2:16]1.CO.C([BH3-])#N.[Na+]. (2) Given the product [OH:37][C@@H:32]1[CH2:33][CH2:34][CH2:35][CH2:36][C@H:31]1[NH:30][C:15]([C:5]1[C:4]([C:18]([F:20])([F:21])[F:19])=[N:3][C:2]([Br:1])=[C:7]([C:8]2[CH:13]=[CH:12][C:11]([Cl:14])=[CH:10][CH:9]=2)[N:6]=1)=[O:16], predict the reactants needed to synthesize it. The reactants are: [Br:1][C:2]1[N:3]=[C:4]([C:18]([F:21])([F:20])[F:19])[C:5]([C:15](O)=[O:16])=[N:6][C:7]=1[C:8]1[CH:13]=[CH:12][C:11]([Cl:14])=[CH:10][CH:9]=1.ClC(N(C)C)=C(C)C.[NH2:30][C@@H:31]1[CH2:36][CH2:35][CH2:34][CH2:33][C@H:32]1[OH:37].C(N(C(C)C)C(C)C)C.C(O)(=O)CC(CC(O)=O)(C(O)=O)O. (3) Given the product [CH2:32]([O:22][C:21]([C:20]1[N:11]([CH2:10][C:8]2[CH:7]=[CH:6][C:5]3[O:1][CH2:2][O:3][C:4]=3[CH:9]=2)[C:12](=[O:31])[C:13]2[C:18]([C:19]=1[C:24]1[CH:29]=[CH:28][CH:27]=[CH:26][CH:25]=1)=[CH:17][C:16]([Br:30])=[CH:15][CH:14]=2)=[O:23])[C:33]1[CH:38]=[CH:37][CH:36]=[CH:35][CH:34]=1, predict the reactants needed to synthesize it. The reactants are: [O:1]1[C:5]2[CH:6]=[CH:7][C:8]([CH2:10][N:11]3[C:20]([C:21]([OH:23])=[O:22])=[C:19]([C:24]4[CH:29]=[CH:28][CH:27]=[CH:26][CH:25]=4)[C:18]4[C:13](=[CH:14][CH:15]=[C:16]([Br:30])[CH:17]=4)[C:12]3=[O:31])=[CH:9][C:4]=2[O:3][CH2:2]1.[CH2:32](O)[C:33]1[CH:38]=[CH:37][CH:36]=[CH:35][CH:34]=1. (4) Given the product [Cl:10][C:7]1[CH:6]=[CH:5][C:4]([CH2:3][C:2]2([Br:1])[CH2:11][C:15]2([Br:18])[Br:16])=[CH:9][CH:8]=1, predict the reactants needed to synthesize it. The reactants are: [Br:1][C:2](=[CH2:11])[CH2:3][C:4]1[CH:9]=[CH:8][C:7]([Cl:10])=[CH:6][CH:5]=1.[OH-].[Na+].O.[CH:15]([Br:18])(Br)[Br:16]. (5) Given the product [F:43][C:44]([F:56])([F:55])[C:11]([OH:13])=[O:12].[OH:10][C:7]1[CH:6]=[CH:5][C:4]([CH2:3][C@H:2]2[N:1]([CH2:41][C:34]3[C:35]4[C:40](=[CH:39][CH:38]=[CH:37][CH:36]=4)[N:31]=[CH:32][CH:33]=3)[C:14](=[O:16])[N:52]([C:51]3[CH:53]=[CH:54][C:48]([S:45]([C:44]([F:56])([F:43])[F:55])(=[O:47])=[O:46])=[CH:49][CH:50]=3)[C:11]2=[O:13])=[CH:9][CH:8]=1, predict the reactants needed to synthesize it. The reactants are: [NH:1]([C:14]([O:16]CC1C2C(=CC=CC=2)C2C1=CC=CC=2)=O)[C@@H:2]([C:11]([OH:13])=[O:12])[CH2:3][C:4]1[CH:9]=[CH:8][C:7]([OH:10])=[CH:6][CH:5]=1.[N:31]1[C:40]2[C:35](=[CH:36][CH:37]=[CH:38][CH:39]=2)[C:34]([CH:41]=O)=[CH:33][CH:32]=1.[F:43][C:44]([F:56])([F:55])[S:45]([C:48]1[CH:54]=[CH:53][C:51]([NH2:52])=[CH:50][CH:49]=1)(=[O:47])=[O:46].